Task: Predict which catalyst facilitates the given reaction.. Dataset: Catalyst prediction with 721,799 reactions and 888 catalyst types from USPTO (1) Reactant: [C:1](=[O:18])([O:12][CH2:13][C:14]([NH:16][CH3:17])=[O:15])OC1C=CC([N+]([O-])=O)=CC=1.[N:19]1([C:25]([O:27][C:28]([CH3:31])([CH3:30])[CH3:29])=[O:26])[CH2:24][CH2:23][NH:22][CH2:21][CH2:20]1. Product: [N:19]1([C:25]([O:27][C:28]([CH3:31])([CH3:30])[CH3:29])=[O:26])[CH2:24][CH2:23][N:22]([C:1]([O:12][CH2:13][C:14]([NH:16][CH3:17])=[O:15])=[O:18])[CH2:21][CH2:20]1. The catalyst class is: 26. (2) Product: [Br:36][C:33]1[CH:34]=[CH:35][C:30]([C:28]2[N:20]=[C:8]([C:5]3[CH:4]=[CH:3][C:2]([Cl:1])=[CH:7][CH:6]=3)[N:9]([C:10]3[CH:15]=[CH:14][C:13]([S:16]([CH3:19])(=[O:17])=[O:18])=[CH:12][CH:11]=3)[CH:27]=2)=[CH:31][CH:32]=1. The catalyst class is: 32. Reactant: [Cl:1][C:2]1[CH:7]=[CH:6][C:5]([C:8](=[NH:20])[NH:9][C:10]2[CH:15]=[CH:14][C:13]([S:16]([CH3:19])(=[O:18])=[O:17])=[CH:12][CH:11]=2)=[CH:4][CH:3]=1.C(=O)(O)[O-].[Na+].Br[CH2:27][C:28]([C:30]1[CH:35]=[CH:34][C:33]([Br:36])=[CH:32][CH:31]=1)=O. (3) The catalyst class is: 2. Product: [C:14]([O:13][C:11]([NH:10][CH2:9][CH2:8][S:7][C:1]1[CH:6]=[CH:5][CH:4]=[CH:3][CH:2]=1)=[O:12])([CH3:17])([CH3:16])[CH3:15]. Reactant: [C:1]1([S:7][CH2:8][CH2:9][NH2:10])[CH:6]=[CH:5][CH:4]=[CH:3][CH:2]=1.[C:11](O[C:11]([O:13][C:14]([CH3:17])([CH3:16])[CH3:15])=[O:12])([O:13][C:14]([CH3:17])([CH3:16])[CH3:15])=[O:12].C(=O)(O)[O-].[Na+]. (4) Reactant: [OH:1][C:2]1[C:11]2[C:6](=[N:7][CH:8]=[CH:9][CH:10]=2)[N:5]([C:12]2[CH:17]=[CH:16][CH:15]=[C:14]([C:18]([F:21])([F:20])[F:19])[CH:13]=2)[C:4](=[O:22])[CH:3]=1.[H-].[Na+].[H][H].[C:27]1([CH:33]([CH3:37])[C:34](Cl)=[O:35])[CH:32]=[CH:31][CH:30]=[CH:29][CH:28]=1.C(=O)([O-])O.[Na+]. Product: [C:27]1([CH:33]([CH3:37])[C:34]([O:1][C:2]2[C:11]3[C:6](=[N:7][CH:8]=[CH:9][CH:10]=3)[N:5]([C:12]3[CH:17]=[CH:16][CH:15]=[C:14]([C:18]([F:21])([F:19])[F:20])[CH:13]=3)[C:4](=[O:22])[CH:3]=2)=[O:35])[CH:32]=[CH:31][CH:30]=[CH:29][CH:28]=1. The catalyst class is: 3. (5) Reactant: [NH2:1][C:2]([C:4]1[CH:5]=[N:6][C:7]2[C:12]([C:13]=1[NH:14][C:15]1[CH:16]=[C:17]([CH:23]=[CH:24][CH:25]=1)[C:18]([O:20][CH2:21][CH3:22])=[O:19])=[CH:11][CH:10]=[C:9](Br)[CH:8]=2)=[O:3].[C:27]([C:29]1[CH:34]=[C:33](B(O)O)[CH:32]=[CH:31][N:30]=1)#[N:28].C(=O)([O-])[O-].[K+].[K+]. Product: [NH2:1][C:2]([C:4]1[CH:5]=[N:6][C:7]2[C:12]([C:13]=1[NH:14][C:15]1[CH:16]=[C:17]([CH:23]=[CH:24][CH:25]=1)[C:18]([O:20][CH2:21][CH3:22])=[O:19])=[CH:11][CH:10]=[C:9]([C:33]1[CH:32]=[CH:31][N:30]=[C:29]([C:27]#[N:28])[CH:34]=1)[CH:8]=2)=[O:3]. The catalyst class is: 70. (6) Reactant: [O:1]([C:8]1[CH:13]=[CH:12][C:11]([NH:14][C:15]2[C:24]3[C:19](=[CH:20][C:21](I)=[CH:22][CH:23]=3)[N:18]=[CH:17][CH:16]=2)=[CH:10][CH:9]=1)[C:2]1[CH:7]=[CH:6][CH:5]=[CH:4][CH:3]=1.C([Sn](CCCC)(CCCC)[C:31]1[O:32][C:33]([CH:36]2[O:40][CH2:39][CH2:38][O:37]2)=[CH:34][CH:35]=1)CCC. Product: [O:1]([C:8]1[CH:13]=[CH:12][C:11]([NH:14][C:15]2[C:24]3[C:19](=[CH:20][C:21]([C:31]4[O:32][C:33]([CH:36]5[O:40][CH2:39][CH2:38][O:37]5)=[CH:34][CH:35]=4)=[CH:22][CH:23]=3)[N:18]=[CH:17][CH:16]=2)=[CH:10][CH:9]=1)[C:2]1[CH:7]=[CH:6][CH:5]=[CH:4][CH:3]=1. The catalyst class is: 44. (7) The catalyst class is: 8. Product: [Cl:1][C:2]1[C:3]([C:22]([NH:27][NH2:28])=[O:24])=[N:4][N:5]([C:14]2[CH:19]=[CH:18][C:17]([Cl:20])=[CH:16][C:15]=2[Cl:21])[C:6]=1[C:7]1[CH:12]=[CH:11][C:10]([Cl:13])=[CH:9][CH:8]=1. Reactant: [Cl:1][C:2]1[C:3]([C:22]([O:24]CC)=O)=[N:4][N:5]([C:14]2[CH:19]=[CH:18][C:17]([Cl:20])=[CH:16][C:15]=2[Cl:21])[C:6]=1[C:7]1[CH:12]=[CH:11][C:10]([Cl:13])=[CH:9][CH:8]=1.[NH2:27][NH2:28]. (8) Reactant: [CH3:1][C:2]1([CH3:20])[C:6]([C:7]2[C:8]([NH2:19])=[CH:9][C:10]([N:13]3[CH2:18][CH2:17][O:16][CH2:15][CH2:14]3)=[N:11][CH:12]=2)=[CH:5][CH2:4][CH2:3]1. Product: [CH3:1][C:2]1([CH3:20])[CH2:3][CH2:4][CH2:5][CH:6]1[C:7]1[C:8]([NH2:19])=[CH:9][C:10]([N:13]2[CH2:14][CH2:15][O:16][CH2:17][CH2:18]2)=[N:11][CH:12]=1. The catalyst class is: 515. (9) Product: [Cl:37][C:24]1[CH:23]=[C:22]([NH:21][C:11]2[C:10]3[C:15](=[CH:16][C:17]([O:18][CH2:19][CH3:20])=[C:8]([NH:7][C:5](=[O:6])/[CH:4]=[CH:3]/[CH2:2][N:46]4[CH2:45][C@H:44]5[O:39][CH2:40][CH2:41][O:42][C@H:43]5[CH2:47]4)[CH:9]=3)[N:14]=[CH:13][N:12]=2)[CH:27]=[CH:26][C:25]=1[O:28][CH2:29][C:30]1[CH:35]=[CH:34][CH:33]=[C:32]([F:36])[CH:31]=1. Reactant: Br[CH2:2]/[CH:3]=[CH:4]/[C:5]([NH:7][C:8]1[CH:9]=[C:10]2[C:15](=[CH:16][C:17]=1[O:18][CH2:19][CH3:20])[N:14]=[CH:13][N:12]=[C:11]2[NH:21][C:22]1[CH:27]=[CH:26][C:25]([O:28][CH2:29][C:30]2[CH:35]=[CH:34][CH:33]=[C:32]([F:36])[CH:31]=2)=[C:24]([Cl:37])[CH:23]=1)=[O:6].Cl.[O:39]1[C@H:44]2[CH2:45][NH:46][CH2:47][C@H:43]2[O:42][CH2:41][CH2:40]1.CCN(C(C)C)C(C)C. The catalyst class is: 44. (10) Reactant: [H-].[Na+].[C:3]([CH2:5]P(=O)(OCC)OCC)#[N:4].[N+:14]([C:17]1[CH:24]=[CH:23][CH:22]=[CH:21][C:18]=1[CH:19]=O)([O-:16])=[O:15].[Cl-].[NH4+]. Product: [N+:14]([C:17]1[CH:24]=[CH:23][CH:22]=[CH:21][C:18]=1[CH:19]=[CH:5][C:3]#[N:4])([O-:16])=[O:15]. The catalyst class is: 3.